From a dataset of Forward reaction prediction with 1.9M reactions from USPTO patents (1976-2016). Predict the product of the given reaction. Given the reactants C(C(O[C:8]1[CH:9]=[C:10]2[C:15](=[C:16](F)[C:17]=1F)[O:14][CH:13](CCCCC)[CH2:12][CH2:11]2)CCC)#C, predict the reaction product. The product is: [O:14]1[C:15]2[C:10](=[CH:9][CH:8]=[CH:17][CH:16]=2)[CH:11]=[CH:12][CH2:13]1.